From a dataset of Full USPTO retrosynthesis dataset with 1.9M reactions from patents (1976-2016). Predict the reactants needed to synthesize the given product. (1) The reactants are: [C:1]1([C@H:7]2[C:16]3[C:11](=[CH:12][CH:13]=[CH:14][CH:15]=3)[CH2:10][CH2:9][NH:8]2)[CH:6]=[CH:5][CH:4]=[CH:3][CH:2]=1.[C:17]1([O:23][C:24](=O)[O:25]C2C=CC=CC=2)[CH:22]=[CH:21][CH:20]=[CH:19][CH:18]=1.CN(C1C=CC=CN=1)C. Given the product [C:1]1([C@H:7]2[C:16]3[C:11](=[CH:12][CH:13]=[CH:14][CH:15]=3)[CH2:10][CH2:9][N:8]2[C:24]([O:23][C:17]2[CH:22]=[CH:21][CH:20]=[CH:19][CH:18]=2)=[O:25])[CH:2]=[CH:3][CH:4]=[CH:5][CH:6]=1, predict the reactants needed to synthesize it. (2) Given the product [CH3:14][O:10][C:9](=[O:11])[CH2:8][C:4]1[CH:5]=[N:6][CH:7]=[C:2]([Br:1])[CH:3]=1, predict the reactants needed to synthesize it. The reactants are: [Br:1][C:2]1[CH:3]=[C:4]([CH2:8][C:9]([OH:11])=[O:10])[CH:5]=[N:6][CH:7]=1.[N+](=[CH2:14])=[N-]. (3) Given the product [CH3:13][CH2:12][CH2:17][NH:11][C@@H:9]1[CH2:10][C:4]2[S:3][C:2]([NH2:1])=[N:6][C:5]=2[CH2:7][CH2:8]1.[CH3:25][C:12]1[CH:17]=[CH:16][C:15]([S:18]([OH:21])(=[O:20])=[O:19])=[CH:14][CH:13]=1, predict the reactants needed to synthesize it. The reactants are: [NH2:1][C:2]1[S:3][C:4]2[CH2:10][C@@H:9]([NH2:11])[CH2:8][CH2:7][C:5]=2[N:6]=1.[C:12]1([CH3:25])[CH:17]=[CH:16][C:15]([S:18]([O:21]CCC)(=[O:20])=[O:19])=[CH:14][CH:13]=1. (4) The reactants are: [C:1]([CH2:3][C:4]([NH:6][C:7]1[CH:12]=[C:11]([O:13][CH3:14])[C:10]([Cl:15])=[CH:9][C:8]=1[Cl:16])=[O:5])#[N:2].[NH2:17][C:18]1[CH:22]=[CH:21][S:20][CH:19]=1.[CH2:23](OC(OCC)OCC)C. Given the product [C:1]([C:3](=[CH:23][NH:17][C:18]1[CH:22]=[CH:21][S:20][CH:19]=1)[C:4]([NH:6][C:7]1[CH:12]=[C:11]([O:13][CH3:14])[C:10]([Cl:15])=[CH:9][C:8]=1[Cl:16])=[O:5])#[N:2], predict the reactants needed to synthesize it. (5) The reactants are: [CH2:1]([O:3][C:4]([C:6]1[C:15](=[O:16])[C:14]2[C:9]3=[C:10]([CH2:17][CH2:18][CH2:19][N:8]3[CH:7]=1)[CH:11]=[CH:12][CH:13]=2)=[O:5])[CH3:2].[Br:20]Br. Given the product [CH2:1]([O:3][C:4]([C:6]1[C:15](=[O:16])[C:14]2[C:9]3=[C:10]([CH2:17][CH2:18][CH2:19][N:8]3[CH:7]=1)[CH:11]=[C:12]([Br:20])[CH:13]=2)=[O:5])[CH3:2], predict the reactants needed to synthesize it. (6) Given the product [F:24][C:12]([F:11])([F:23])[C:13]1[CH:14]=[CH:15][C:16]([S:19]([N:6]2[CH:10]=[CH:9][CH:8]=[CH:7]2)(=[O:21])=[O:20])=[CH:17][CH:18]=1, predict the reactants needed to synthesize it. The reactants are: [Li]CCCC.[NH:6]1[CH:10]=[CH:9][CH:8]=[CH:7]1.[F:11][C:12]([F:24])([F:23])[C:13]1[CH:18]=[CH:17][C:16]([S:19](Cl)(=[O:21])=[O:20])=[CH:15][CH:14]=1. (7) Given the product [C:1]([N:8]1[CH2:15][C@@H:14]([N:16]([CH:23]2[CH2:28][CH2:27][C:26]([CH3:30])([CH3:29])[CH2:25][CH2:24]2)[C:17](=[O:22])[C:18]([CH3:20])([CH3:19])[CH3:21])[CH2:13][C@H:9]1[C:10]([N:33]([CH3:34])[CH3:32])=[O:11])([O:3][C:4]([CH3:5])([CH3:6])[CH3:7])=[O:2], predict the reactants needed to synthesize it. The reactants are: [C:1]([N:8]1[CH2:15][C@@H:14]([N:16]([CH:23]2[CH2:28][CH2:27][C:26]([CH3:30])([CH3:29])[CH2:25][CH2:24]2)[C:17](=[O:22])[C:18]([CH3:21])([CH3:20])[CH3:19])[CH2:13][C@H:9]1[C:10](O)=[O:11])([O:3][C:4]([CH3:7])([CH3:6])[CH3:5])=[O:2].C[CH2:32][N:33](C(C)C)[CH:34](C)C.Cl.CNC.CN(C(ON1N=NC2C=CC=CC1=2)=[N+](C)C)C.F[P-](F)(F)(F)(F)F. (8) Given the product [CH2:8]([O:15][C:16]1[CH:21]=[CH:20][CH:19]=[C:18]([Br:6])[C:17]=1[OH:22])[C:9]1[CH:10]=[CH:11][CH:12]=[CH:13][CH:14]=1, predict the reactants needed to synthesize it. The reactants are: C(N)(C)(C)C.[Br:6]Br.[CH2:8]([O:15][C:16]1[CH:21]=[CH:20][CH:19]=[CH:18][C:17]=1[OH:22])[C:9]1[CH:14]=[CH:13][CH:12]=[CH:11][CH:10]=1.